This data is from Forward reaction prediction with 1.9M reactions from USPTO patents (1976-2016). The task is: Predict the product of the given reaction. (1) Given the reactants CC(C[AlH]CC(C)C)C.[Br:10][C:11]1[CH:12]=[C:13]([CH:17]2[O:21][CH2:20][CH2:19][O:18]2)[CH:14]=[CH:15][CH:16]=1.Cl, predict the reaction product. The product is: [Br:10][C:11]1[CH:12]=[C:13]([CH:14]=[CH:15][CH:16]=1)[CH2:17][O:18][CH2:19][CH2:20][OH:21]. (2) Given the reactants [CH2:1]([O:3][C:4]([C:6]1[CH:10]=[CH:9][NH:8][C:7]=1[C:11]1[CH:16]=[CH:15][CH:14]=[CH:13][CH:12]=1)=[O:5])[CH3:2].[CH3:17][O:18][C:19]1[CH:26]=[CH:25][CH:24]=[CH:23][C:20]=1[CH2:21]Cl.[H-].[Na+].C(=O)(O)[O-].[Na+], predict the reaction product. The product is: [CH2:1]([O:3][C:4]([C:6]1[CH:10]=[CH:9][N:8]([CH2:21][C:20]2[CH:23]=[CH:24][CH:25]=[CH:26][C:19]=2[O:18][CH3:17])[C:7]=1[C:11]1[CH:16]=[CH:15][CH:14]=[CH:13][CH:12]=1)=[O:5])[CH3:2].